From a dataset of Reaction yield outcomes from USPTO patents with 853,638 reactions. Predict the reaction yield, written as a fraction of the theoretical maximum amount of product (1.0 means a 100% yield; for example, 0.34 means a 34% yield). The reactants are [CH3:1][NH:2][CH3:3].O1CCCC1.[C:9]([N:13]1[CH:21]=[C:20]2[C:15]([C:16](=[O:40])[NH:17][C:18]3([CH2:26][CH2:25][N:24]([C:27]([C:29]4[CH:38]=[C:37]5[C:32]([CH:33]=[CH:34][C:35](Cl)=[N:36]5)=[CH:31][CH:30]=4)=[O:28])[CH2:23][CH2:22]3)[CH2:19]2)=[N:14]1)([CH3:12])([CH3:11])[CH3:10]. No catalyst specified. The product is [C:9]([N:13]1[CH:21]=[C:20]2[C:15]([C:16](=[O:40])[NH:17][C:18]3([CH2:26][CH2:25][N:24]([C:27]([C:29]4[CH:38]=[C:37]5[C:32]([CH:33]=[CH:34][C:35]([N:2]([CH3:3])[CH3:1])=[N:36]5)=[CH:31][CH:30]=4)=[O:28])[CH2:23][CH2:22]3)[CH2:19]2)=[N:14]1)([CH3:12])([CH3:11])[CH3:10]. The yield is 0.250.